This data is from Forward reaction prediction with 1.9M reactions from USPTO patents (1976-2016). The task is: Predict the product of the given reaction. (1) Given the reactants [CH3:1][C:2]1[CH:8]=[CH:7][C:5]([NH2:6])=[CH:4][C:3]=1[N:9]1[C:16]2[N:12]([N:13]=[C:14]([C:17]3[CH:18]=[N:19][CH:20]=[CH:21][CH:22]=3)[CH:15]=2)[CH:11]=[CH:10]1.[OH:23][CH2:24][C:25]1[CH:26]=[C:27]([CH:31]=[C:32]([S:34]([F:39])([F:38])([F:37])([F:36])[F:35])[CH:33]=1)[C:28](O)=[O:29], predict the reaction product. The product is: [OH:23][CH2:24][C:25]1[CH:26]=[C:27]([CH:31]=[C:32]([S:34]([F:39])([F:35])([F:36])([F:37])[F:38])[CH:33]=1)[C:28]([NH:6][C:5]1[CH:7]=[CH:8][C:2]([CH3:1])=[C:3]([N:9]2[C:16]3[N:12]([N:13]=[C:14]([C:17]4[CH:18]=[N:19][CH:20]=[CH:21][CH:22]=4)[CH:15]=3)[CH:11]=[CH:10]2)[CH:4]=1)=[O:29]. (2) Given the reactants [CH2:1]([N:8]([CH3:34])[C:9]([C:11]1[N:15]=[C:14]([C@H:16]([CH2:25][CH2:26][CH2:27][CH:28]2[CH2:33][CH2:32][CH2:31][CH2:30][CH2:29]2)[CH2:17][C:18]([O:20]C(C)(C)C)=[O:19])[O:13][N:12]=1)=[O:10])[C:2]1[CH:7]=[CH:6][CH:5]=[CH:4][CH:3]=1.FC(F)(F)C(O)=O, predict the reaction product. The product is: [CH2:1]([N:8]([CH3:34])[C:9]([C:11]1[N:15]=[C:14]([C@H:16]([CH2:25][CH2:26][CH2:27][CH:28]2[CH2:29][CH2:30][CH2:31][CH2:32][CH2:33]2)[CH2:17][C:18]([OH:20])=[O:19])[O:13][N:12]=1)=[O:10])[C:2]1[CH:3]=[CH:4][CH:5]=[CH:6][CH:7]=1. (3) Given the reactants F[C:2](F)(F)[C:3]([OH:5])=O.[Cl:8][C:9]1[CH:14]=[CH:13][C:12]([C:15]2([C:35]#[N:36])[CH:19]([CH2:20][C:21]([CH3:24])([CH3:23])[CH3:22])[NH:18][CH:17]([C:25](O)=[O:26])[CH:16]2[C:28]2[CH:33]=[CH:32][CH:31]=[C:30]([Cl:34])[CH:29]=2)=[C:11]([O:37][CH3:38])[CH:10]=1.[CH2:39]([NH2:41])[CH3:40].CN(C([O:49]N1N=NC2C=CC=NC1=2)=[N+](C)C)C.F[P-](F)(F)(F)(F)F.CCN(C(C)C)C(C)C.Cl, predict the reaction product. The product is: [OH:49][C@H:2]([CH2:3][OH:5])[CH2:40][CH2:39][NH:41][C:25]([CH:17]1[CH:16]([C:28]2[CH:33]=[CH:32][CH:31]=[C:30]([Cl:34])[CH:29]=2)[C:15]([C:12]2[CH:13]=[CH:14][C:9]([Cl:8])=[CH:10][C:11]=2[O:37][CH3:38])([C:35]#[N:36])[CH:19]([CH2:20][C:21]([CH3:24])([CH3:23])[CH3:22])[NH:18]1)=[O:26]. (4) Given the reactants [CH3:1][O:2][C:3]1[CH:4]=[CH:5][C:6]([CH:10]2[CH2:19][CH2:18][C:17]3[C:12](=[CH:13][CH:14]=[C:15]([O:20][CH3:21])[CH:16]=3)[CH2:11]2)=[C:7](N)[CH:8]=1.S(=O)(=O)(O)O.N([O-])=O.[Na+].[I-:31].[K+].[I-].N, predict the reaction product. The product is: [I:31][C:7]1[CH:8]=[C:3]([O:2][CH3:1])[CH:4]=[CH:5][C:6]=1[CH:10]1[CH2:19][CH2:18][C:17]2[C:12](=[CH:13][CH:14]=[C:15]([O:20][CH3:21])[CH:16]=2)[CH2:11]1. (5) Given the reactants O[C@H:2]1[CH2:6][N:5]([C:7]([O:9][C:10]([CH3:13])([CH3:12])[CH3:11])=[O:8])[C@H:4]([CH2:14][C:15]([O:17][CH3:18])=[O:16])[CH2:3]1.C1(P(C2C=CC=CC=2)C2C=CC=CC=2)C=CC=CC=1.N(C(OCC)=O)=NC(OCC)=O.C1(P([N:64]=[N+:65]=[N-:66])(C2C=CC=CC=2)=O)C=CC=CC=1, predict the reaction product. The product is: [N:64]([C@@H:2]1[CH2:6][N:5]([C:7]([O:9][C:10]([CH3:13])([CH3:12])[CH3:11])=[O:8])[C@H:4]([CH2:14][C:15]([O:17][CH3:18])=[O:16])[CH2:3]1)=[N+:65]=[N-:66].